Dataset: Reaction yield outcomes from USPTO patents with 853,638 reactions. Task: Predict the reaction yield, written as a fraction of the theoretical maximum amount of product (1.0 means a 100% yield; for example, 0.34 means a 34% yield). (1) The reactants are Cl.[OH:2][CH2:3][CH2:4][C:5](=[NH:9])OCC.Cl.[C:11]([NH2:14])(=[NH:13])[CH3:12].O.NN.[N:18]([O-])=O.[Na+].Cl. The catalyst is O. The product is [CH3:12][C:11]1[N:14]=[N:9][C:5]([CH2:4][CH2:3][OH:2])=[N:18][N:13]=1. The yield is 0.370. (2) The reactants are CCCC[N+](CCCC)(CCCC)CCCC.[F-].[CH2:19]([O:51][C:52]1[CH:57]=[C:56]([O:58][CH3:59])[C:55]([C:60]([N:62]2[CH2:66][C:65](=[CH2:67])[CH2:64][C@H:63]2[CH2:68][O:69][Si](C(C)(C)C)(C)C)=[O:61])=[CH:54][C:53]=1[N+:77]([O-:79])=[O:78])[CH2:20][CH2:21][O:22][C:23]1[CH:28]=[C:27]([O:29][CH3:30])[C:26]([C:31]([N:33]2[CH2:37][C:36](=[CH2:38])[CH2:35][CH:34]2[CH2:39][O:40][Si](C(C)(C)C)(C)C)=[O:32])=[CH:25][C:24]=1[N+:48]([O-:50])=[O:49].[NH4+].[Cl-]. The catalyst is C1COCC1. The product is [CH2:21]([O:22][C:23]1[CH:28]=[C:27]([O:29][CH3:30])[C:26]([C:31]([N:33]2[CH2:37][C:36](=[CH2:38])[CH2:35][C@H:34]2[CH2:39][OH:40])=[O:32])=[CH:25][C:24]=1[N+:48]([O-:50])=[O:49])[CH2:20][CH2:19][O:51][C:52]1[CH:57]=[C:56]([O:58][CH3:59])[C:55]([C:60]([N:62]2[CH2:66][C:65](=[CH2:67])[CH2:64][CH:63]2[CH2:68][OH:69])=[O:61])=[CH:54][C:53]=1[N+:77]([O-:79])=[O:78]. The yield is 0.940. (3) The reactants are [S:1]1[C:12]2[C:4](=[CH:5][CH:6]=[C:7]3[C:11]=2[C:10](=O)[C:9](=[O:14])[NH:8]3)[N:3]=[CH:2]1.Cl.[F:16][C:17]1[CH:22]=[CH:21][C:20]([NH:23][NH2:24])=[CH:19][CH:18]=1. No catalyst specified. The product is [F:16][C:17]1[CH:22]=[CH:21][C:20]([NH:23]/[N:24]=[C:10]2\[C:9](=[O:14])[NH:8][C:7]3[C:11]\2=[C:12]2[S:1][CH:2]=[N:3][C:4]2=[CH:5][CH:6]=3)=[CH:19][CH:18]=1. The yield is 0.490.